From a dataset of Retrosynthesis with 50K atom-mapped reactions and 10 reaction types from USPTO. Predict the reactants needed to synthesize the given product. Given the product COc1cc(OC)c(CO)cc1Br, predict the reactants needed to synthesize it. The reactants are: COC(=O)c1cc(Br)c(OC)cc1OC.